This data is from Reaction yield outcomes from USPTO patents with 853,638 reactions. The task is: Predict the reaction yield, written as a fraction of the theoretical maximum amount of product (1.0 means a 100% yield; for example, 0.34 means a 34% yield). (1) The reactants are [F:1][C:2]1[CH:10]=[C:9]([O:11][C:12]([F:15])([F:14])[F:13])[CH:8]=[CH:7][C:3]=1[C:4]([OH:6])=O.Cl.C(N=C=NCCCN(C)C)C.O.ON1C2C=CC=CC=2N=N1.CN1CCOCC1.[NH2:46][C:47]([CH3:61])([CH2:50][N:51]1[CH:60]=[C:54]2[N:55]=[CH:56][C:57]([Br:59])=[CH:58][C:53]2=[N:52]1)[C:48]#[N:49]. The catalyst is CN(C=O)C. The product is [Br:59][C:57]1[CH:56]=[N:55][C:54]2=[CH:60][N:51]([CH2:50][C:47]([NH:46][C:4](=[O:6])[C:3]3[CH:7]=[CH:8][C:9]([O:11][C:12]([F:15])([F:14])[F:13])=[CH:10][C:2]=3[F:1])([C:48]#[N:49])[CH3:61])[N:52]=[C:53]2[CH:58]=1. The yield is 0.0900. (2) The reactants are CC1C=CC(S(O[CH2:12][CH2:13][Cl:14])(=O)=O)=CC=1.[OH:15][C:16]1[CH:23]=[CH:22][CH:21]=[CH:20][C:17]=1[CH:18]=[O:19].C([O-])([O-])=O.[K+].[K+].O. The catalyst is CN(C=O)C. The product is [Cl:14][CH2:13][CH2:12][O:15][C:16]1[CH:23]=[CH:22][CH:21]=[CH:20][C:17]=1[CH:18]=[O:19]. The yield is 0.790. (3) The reactants are [C:1]([N:4]1[C:13]2[C:8](=[CH:9][C:10]([C:14]([OH:16])=O)=[CH:11][CH:12]=2)[C@H:7]([N:17]([C:24]2[CH:29]=[CH:28][C:27]([N:30]3[CH2:35][CH2:34][O:33][CH2:32][CH2:31]3)=[CH:26][CH:25]=2)[C:18](=[O:23])[C:19]([F:22])([F:21])[F:20])[CH2:6][C@@H:5]1[CH3:36])(=[O:3])[CH3:2].[NH3:37]. The product is [C:1]([N:4]1[C:13]2[C:8](=[CH:9][C:10]([C:14]([NH2:37])=[O:16])=[CH:11][CH:12]=2)[C@H:7]([N:17]([C:24]2[CH:25]=[CH:26][C:27]([N:30]3[CH2:35][CH2:34][O:33][CH2:32][CH2:31]3)=[CH:28][CH:29]=2)[C:18](=[O:23])[C:19]([F:20])([F:22])[F:21])[CH2:6][C@@H:5]1[CH3:36])(=[O:3])[CH3:2]. The yield is 1.00. No catalyst specified.